Dataset: Full USPTO retrosynthesis dataset with 1.9M reactions from patents (1976-2016). Task: Predict the reactants needed to synthesize the given product. (1) Given the product [F:1][C:2]1[CH:19]=[CH:18][C:17]([C:20]2[CH:21]=[C:22]([C:30]([S:33]([CH3:36])(=[O:34])=[O:35])([CH3:32])[CH3:31])[CH:23]=[C:24]3[C:29]=2[N:28]=[CH:27][CH:26]=[CH:25]3)=[CH:16][C:3]=1[CH2:4][N:5]([C:6]1[CH:7]=[CH:8][C:9]([S:12]([CH3:15])(=[O:13])=[O:14])=[CH:10][CH:11]=1)[C:40]([NH:5][CH:6]([CH3:11])[CH3:7])=[O:41], predict the reactants needed to synthesize it. The reactants are: [F:1][C:2]1[CH:19]=[CH:18][C:17]([C:20]2[CH:21]=[C:22]([C:30]([S:33]([CH3:36])(=[O:35])=[O:34])([CH3:32])[CH3:31])[CH:23]=[C:24]3[C:29]=2[N:28]=[CH:27][CH:26]=[CH:25]3)=[CH:16][C:3]=1[CH2:4][NH:5][C:6]1[CH:11]=[CH:10][C:9]([S:12]([CH3:15])(=[O:14])=[O:13])=[CH:8][CH:7]=1.C(Cl)Cl.[CH3:40][OH:41]. (2) Given the product [F:1][C:2]1[CH:9]=[C:8]([C:10]2[CH:11]=[N:12][N:13]3[CH:18]=[CH:17][C:16]([N:19]4[C@@H:23]([C:24]5[CH:29]=[CH:28][C:27]([F:30])=[CH:26][N:25]=5)[CH2:22][O:21][C:20]4=[O:31])=[N:15][C:14]=23)[CH:7]=[CH:6][C:3]=1/[CH:4]=[N:39]/[NH:38][C:40]([NH2:42])=[O:41], predict the reactants needed to synthesize it. The reactants are: [F:1][C:2]1[CH:9]=[C:8]([C:10]2[CH:11]=[N:12][N:13]3[CH:18]=[CH:17][C:16]([N:19]4[C@@H:23]([C:24]5[CH:29]=[CH:28][C:27]([F:30])=[CH:26][N:25]=5)[CH2:22][O:21][C:20]4=[O:31])=[N:15][C:14]=23)[CH:7]=[CH:6][C:3]=1[CH:4]=O.C([O-])(=O)C.[K+].Cl.[NH:38]([C:40]([NH2:42])=[O:41])[NH2:39]. (3) Given the product [C:1]([C:3]1[CH:11]=[CH:10][C:9]2[N:8]([CH2:28][C:26]3[CH:25]=[CH:24][CH:23]=[C:22]([F:21])[N:27]=3)[C:7]3[CH2:12][CH:13]([NH:15][C:16](=[O:20])[CH:17]([CH3:18])[CH3:19])[CH2:14][C:6]=3[C:5]=2[CH:4]=1)#[N:2], predict the reactants needed to synthesize it. The reactants are: [C:1]([C:3]1[CH:11]=[CH:10][C:9]2[NH:8][C:7]3[CH2:12][CH:13]([NH:15][C:16](=[O:20])[CH:17]([CH3:19])[CH3:18])[CH2:14][C:6]=3[C:5]=2[CH:4]=1)#[N:2].[F:21][C:22]1[N:27]=[C:26]([CH2:28]Br)[CH:25]=[CH:24][CH:23]=1.C([O-])([O-])=O.[Cs+].[Cs+]. (4) Given the product [OH:35][B:31]1[C:20]2[CH:21]=[C:22]([O:24][CH:25]3[CH2:30][CH2:29][CH2:28][CH2:27][O:26]3)[CH:23]=[C:16]([CH3:15])[C:17]=2[CH:33]([CH2:7][C:8]([O:10][C:11]([CH3:14])([CH3:13])[CH3:12])=[O:9])[O:32]1, predict the reactants needed to synthesize it. The reactants are: C[Si](Cl)(C)C.Br[CH2:7][C:8]([O:10][C:11]([CH3:14])([CH3:13])[CH3:12])=[O:9].[CH3:15][C:16]1[CH:23]=[C:22]([O:24][CH:25]2[CH2:30][CH2:29][CH2:28][CH2:27][O:26]2)[CH:21]=[C:20]([B:31]2[O:35]C(C)(C)[C:33](C)(C)[O:32]2)[C:17]=1C=O. (5) Given the product [CH:1]([N:4]1[C:12]2[C:7](=[CH:8][CH:9]=[CH:10][CH:11]=2)[CH2:6][C:5]1=[O:14])([CH3:3])[CH3:2], predict the reactants needed to synthesize it. The reactants are: [CH:1]([N:4]1[C:12]2[C:7](=[CH:8][CH:9]=[CH:10][CH:11]=2)[C:6](=O)[C:5]1=[O:14])([CH3:3])[CH3:2].